Predict the product of the given reaction. From a dataset of Forward reaction prediction with 1.9M reactions from USPTO patents (1976-2016). Given the reactants [O:1]=[C:2]([C:9]1[CH:14]=[CH:13][C:12]([O:15][C:16]2[CH:21]=[CH:20][CH:19]=[CH:18][CH:17]=2)=[CH:11][CH:10]=1)[CH2:3][C:4]([O:6][CH2:7][CH3:8])=[O:5].[Br:22]Br, predict the reaction product. The product is: [Br:22][CH:3]([C:2](=[O:1])[C:9]1[CH:14]=[CH:13][C:12]([O:15][C:16]2[CH:21]=[CH:20][CH:19]=[CH:18][CH:17]=2)=[CH:11][CH:10]=1)[C:4]([O:6][CH2:7][CH3:8])=[O:5].